From a dataset of Reaction yield outcomes from USPTO patents with 853,638 reactions. Predict the reaction yield, written as a fraction of the theoretical maximum amount of product (1.0 means a 100% yield; for example, 0.34 means a 34% yield). (1) The reactants are Br[CH2:2][C:3]1[C:12]2[C:7](=[CH:8][CH:9]=[CH:10][CH:11]=2)[C:6]([CH:13]=[O:14])=[CH:5][CH:4]=1.[C:15]1(=[O:25])[NH:19][C:18](=[O:20])[C:17]2=[CH:21][CH:22]=[CH:23][CH:24]=[C:16]12.[K]. The catalyst is CN(C=O)C.O. The product is [O:20]=[C:18]1[C:17]2[C:16](=[CH:24][CH:23]=[CH:22][CH:21]=2)[C:15](=[O:25])[N:19]1[CH2:2][C:3]1[C:12]2[C:7](=[CH:8][CH:9]=[CH:10][CH:11]=2)[C:6]([CH:13]=[O:14])=[CH:5][CH:4]=1. The yield is 0.980. (2) The reactants are [CH3:1][C@@:2]12[C:9]([CH3:11])([CH3:10])[CH:6]([CH2:7][CH2:8]1)[C:5](=[O:12])[CH2:4][C:3]2=[O:13].C(N(CC)CC)C.[Cl:21][C:22]1[CH:23]=[C:24]([N:29]=[C:30]=[O:31])[CH:25]=[C:26]([Cl:28])[CH:27]=1.Cl. The catalyst is CN(C)C1C=CN=CC=1.ClCCl. The product is [Cl:21][C:22]1[CH:23]=[C:24]([NH:29][C:30]([CH:4]2[C:5](=[O:12])[CH:6]3[C:9]([CH3:10])([CH3:11])[C@:2]([CH3:1])([CH2:8][CH2:7]3)[C:3]2=[O:13])=[O:31])[CH:25]=[C:26]([Cl:28])[CH:27]=1. The yield is 0.550. (3) The reactants are [C:1]([O:5][C:6]([NH:8][C:9]1[N:14]=[CH:13][C:12]([CH2:15][CH:16](P(OCC)(OCC)=O)[C:17]([O:19][C:20]([CH3:23])([CH3:22])[CH3:21])=[O:18])=[CH:11][CH:10]=1)=[O:7])([CH3:4])([CH3:3])[CH3:2].[H-].[Na+].[C:34]1([C:44]2[CH:49]=[CH:48][CH:47]=[CH:46][CH:45]=2)[CH:39]=[CH:38][CH:37]=[C:36]([CH2:40][CH2:41][CH:42]=O)[CH:35]=1.CCOC(C)=O. The catalyst is C1COCC1. The product is [C:34]1([C:44]2[CH:45]=[CH:46][CH:47]=[CH:48][CH:49]=2)[CH:39]=[CH:38][CH:37]=[C:36]([CH2:40][CH2:41][CH:42]=[C:16]([CH2:15][C:12]2[CH:13]=[N:14][C:9]([NH:8][C:6]([O:5][C:1]([CH3:2])([CH3:3])[CH3:4])=[O:7])=[CH:10][CH:11]=2)[C:17]([O:19][C:20]([CH3:21])([CH3:22])[CH3:23])=[O:18])[CH:35]=1. The yield is 0.930. (4) The yield is 0.940. The reactants are [Br:1][C:2]1[CH:3]=[CH:4][C:5](=[O:15])[N:6]([CH:8]([CH3:14])[C:9]([O:11]CC)=[O:10])[CH:7]=1.[OH-].[Na+].Cl. The product is [Br:1][C:2]1[CH:3]=[CH:4][C:5](=[O:15])[N:6]([CH:8]([CH3:14])[C:9]([OH:11])=[O:10])[CH:7]=1. The catalyst is C1COCC1.CO.